Dataset: Catalyst prediction with 721,799 reactions and 888 catalyst types from USPTO. Task: Predict which catalyst facilitates the given reaction. (1) Reactant: C(=O)([O-])[O-].[Na+].[Na+].[CH:7]1[C:19]2[CH2:18][C:17]3[C:12](=[CH:13][CH:14]=[C:15]([NH2:20])[CH:16]=3)[C:11]=2[CH:10]=[CH:9][C:8]=1[NH2:21].[O:22](C(OC(C)(C)C)=O)[C:23]([O:25][C:26]([CH3:29])([CH3:28])[CH3:27])=O. Product: [C:26]([O:25][C:23](=[O:22])[NH:21][C:8]1[CH:9]=[CH:10][C:11]2[C:12]3[C:17](=[CH:16][C:15]([NH2:20])=[CH:14][CH:13]=3)[CH2:18][C:19]=2[CH:7]=1)([CH3:29])([CH3:28])[CH3:27]. The catalyst class is: 38. (2) Reactant: [NH2:1][C:2]1[CH:3]=[C:4]2[C:9](=[CH:10][CH:11]=1)[N:8]=[CH:7][C:6]([C:12]#[N:13])=[C:5]2[NH:14][C:15]1[CH:20]=[CH:19][C:18]([F:21])=[C:17]([Cl:22])[CH:16]=1.[CH:23]([C:25]1[CH:26]=[C:27]([S:31]([NH2:34])(=[O:33])=[O:32])[CH:28]=[CH:29][CH:30]=1)=O.[BH3-]C#N.[Na+]. Product: [Cl:22][C:17]1[CH:16]=[C:15]([NH:14][C:5]2[C:4]3[C:9](=[CH:10][CH:11]=[C:2]([NH:1][CH2:23][C:25]4[CH:26]=[C:27]([S:31]([NH2:34])(=[O:33])=[O:32])[CH:28]=[CH:29][CH:30]=4)[CH:3]=3)[N:8]=[CH:7][C:6]=2[C:12]#[N:13])[CH:20]=[CH:19][C:18]=1[F:21]. The catalyst class is: 14. (3) Reactant: [CH3:1][C:2]([CH3:19])([CH2:17][CH3:18])[C@@H:3]([OH:16])[CH2:4][C:5]1[O:6][C:7]([C:10]2[CH:15]=[CH:14][CH:13]=[CH:12][CH:11]=2)=[N:8][N:9]=1.[N:20]([C@@H:23]([CH2:28][CH2:29][CH2:30][CH3:31])[C:24]([O:26][CH3:27])=[O:25])=[C:21]=[O:22]. Product: [CH3:1][C:2]([CH3:19])([CH2:17][CH3:18])[C@@H:3]([O:16][C:21]([NH:20][C@@H:23]([CH2:28][CH2:29][CH2:30][CH3:31])[C:24]([O:26][CH3:27])=[O:25])=[O:22])[CH2:4][C:5]1[O:6][C:7]([C:10]2[CH:15]=[CH:14][CH:13]=[CH:12][CH:11]=2)=[N:8][N:9]=1. The catalyst class is: 11. (4) Reactant: [C:1]([O:5][C:6]([N:8]1[C@@H:12](/[CH:13]=[CH:14]/[C:15]2[CH:20]=[CH:19][C:18](I)=[CH:17][CH:16]=2)[CH2:11][O:10][C:9]1([CH3:23])[CH3:22])=[O:7])([CH3:4])([CH3:3])[CH3:2].[Cl:24][C:25]1[C:34]([Cl:35])=[CH:33][CH:32]=[C:31]2[C:26]=1[CH2:27][CH2:28][NH:29][C:30]2=[O:36].CNCCNC.P([O-])([O-])([O-])=O.[K+].[K+].[K+]. Product: [Cl:24][C:25]1[C:34]([Cl:35])=[CH:33][CH:32]=[C:31]2[C:26]=1[CH2:27][CH2:28][N:29]([C:18]1[CH:19]=[CH:20][C:15](/[CH:14]=[CH:13]/[C@H:12]3[CH2:11][O:10][C:9]([CH3:23])([CH3:22])[N:8]3[C:6]([O:5][C:1]([CH3:4])([CH3:3])[CH3:2])=[O:7])=[CH:16][CH:17]=1)[C:30]2=[O:36]. The catalyst class is: 432. (5) Reactant: [OH:1][C:2]1([CH2:15][N:16]([CH:26]([C:29]2[CH:34]=[CH:33][CH:32]=[CH:31][CH:30]=2)[CH2:27]O)[CH2:17][C:18]2[CH:23]=[CH:22][C:21]([O:24][CH3:25])=[CH:20][CH:19]=2)[CH2:7][CH2:6][N:5]([C:8]([O:10][C:11]([CH3:14])([CH3:13])[CH3:12])=[O:9])[CH2:4][CH2:3]1.CCN(C(C)C)C(C)C.CS(OS(C)(=O)=O)(=O)=O. Product: [CH3:25][O:24][C:21]1[CH:22]=[CH:23][C:18]([CH2:17][N:16]2[CH:26]([C:29]3[CH:34]=[CH:33][CH:32]=[CH:31][CH:30]=3)[CH2:27][O:1][C:2]3([CH2:7][CH2:6][N:5]([C:8]([O:10][C:11]([CH3:14])([CH3:12])[CH3:13])=[O:9])[CH2:4][CH2:3]3)[CH2:15]2)=[CH:19][CH:20]=1. The catalyst class is: 1. (6) Reactant: [CH3:1][C:2]1[C:10]2[O:9][N:8]=[C:7]([O:11][C:12]([C:25]3[CH:30]=[CH:29][CH:28]=[CH:27][CH:26]=3)([C:19]3[CH:24]=[CH:23][CH:22]=[CH:21][CH:20]=3)[C:13]3[CH:18]=[CH:17][CH:16]=[CH:15][CH:14]=3)[C:6]=2[CH:5]=[CH:4][CH:3]=1.C1C(=O)N([Br:38])C(=O)C1. Product: [Br:38][CH2:1][C:2]1[C:10]2[O:9][N:8]=[C:7]([O:11][C:12]([C:19]3[CH:20]=[CH:21][CH:22]=[CH:23][CH:24]=3)([C:13]3[CH:18]=[CH:17][CH:16]=[CH:15][CH:14]=3)[C:25]3[CH:30]=[CH:29][CH:28]=[CH:27][CH:26]=3)[C:6]=2[CH:5]=[CH:4][CH:3]=1. The catalyst class is: 34. (7) Reactant: [CH3:1][C:2]1[CH:12]=[CH:11][CH:10]=[C:4]2[C:5]([NH:7][C:8](=O)[C:3]=12)=O.CSC.B. Product: [CH3:1][C:2]1[CH:12]=[CH:11][CH:10]=[C:4]2[C:3]=1[CH2:8][NH:7][CH2:5]2. The catalyst class is: 1.